This data is from Peptide-MHC class I binding affinity with 185,985 pairs from IEDB/IMGT. The task is: Regression. Given a peptide amino acid sequence and an MHC pseudo amino acid sequence, predict their binding affinity value. This is MHC class I binding data. (1) The binding affinity (normalized) is 0.190. The peptide sequence is EIRHRSGIQ. The MHC is HLA-A11:01 with pseudo-sequence HLA-A11:01. (2) The peptide sequence is TEYDGHINL. The MHC is HLA-B45:01 with pseudo-sequence HLA-B45:01. The binding affinity (normalized) is 0.448.